From a dataset of Full USPTO retrosynthesis dataset with 1.9M reactions from patents (1976-2016). Predict the reactants needed to synthesize the given product. (1) Given the product [Br:28][C:8]1[CH:9]=[C:4]([S:3][C:2]([F:18])([F:17])[F:1])[C:5]([NH2:10])=[N:6][CH:7]=1, predict the reactants needed to synthesize it. The reactants are: [F:1][C:2]([F:18])([F:17])[S:3][C:4]1[C:5]([NH:10]C(=O)C(C)(C)C)=[N:6][CH:7]=[CH:8][CH:9]=1.[OH-].[Na+].C1C(=O)N([Br:28])C(=O)C1. (2) Given the product [N:6]1[C:5]2[CH:7]=[CH:8][CH:9]=[CH:10][C:4]=2[NH:3][C:2]=1[NH:16][C:15]1[CH:17]=[C:18]([C:20]([F:22])([F:23])[F:21])[CH:19]=[C:13]([O:12][CH3:11])[CH:14]=1, predict the reactants needed to synthesize it. The reactants are: Cl[C:2]1[NH:3][C:4]2[CH:10]=[CH:9][CH:8]=[CH:7][C:5]=2[N:6]=1.[CH3:11][O:12][C:13]1[CH:14]=[C:15]([CH:17]=[C:18]([C:20]([F:23])([F:22])[F:21])[CH:19]=1)[NH2:16]. (3) Given the product [NH2:15][C:3]1[C:2]([C:33]2[CH:32]=[CH:31][C:18]([C:19]([NH:21][C@@H:22]([C:25]3[CH:26]=[CH:27][CH:28]=[CH:29][CH:30]=3)[CH2:23][OH:24])=[O:20])=[C:17]([F:16])[CH:34]=2)=[CH:7][C:6]([C:8]2([CH3:14])[CH2:13][CH2:12][O:11][CH2:10][CH2:9]2)=[CH:5][N:4]=1, predict the reactants needed to synthesize it. The reactants are: Br[C:2]1[C:3]([NH2:15])=[N:4][CH:5]=[C:6]([C:8]2([CH3:14])[CH2:13][CH2:12][O:11][CH2:10][CH2:9]2)[CH:7]=1.[F:16][C:17]1[CH:34]=[C:33](B2OC(C)(C)C(C)(C)O2)[CH:32]=[CH:31][C:18]=1[C:19]([NH:21][C@@H:22]([C:25]1[CH:30]=[CH:29][CH:28]=[CH:27][CH:26]=1)[CH2:23][OH:24])=[O:20].C(=O)([O-])[O-].[Na+].[Na+].C(O)(C(F)(F)F)=O. (4) Given the product [Cl:21][C:13]1[C:14]([O:19][CH3:20])=[CH:15][C:16]([O:17][CH3:18])=[C:11]([Cl:10])[C:12]=1[C:22]1[N:27]=[CH:26][C:25]2[C:28]([C:31]3[CH:32]=[N:33][N:34]([CH2:36][C:37]([NH:4][CH3:1])=[O:39])[CH:35]=3)=[N:29][NH:30][C:24]=2[CH:23]=1, predict the reactants needed to synthesize it. The reactants are: [CH:1]([N:4](CC)C(C)C)(C)C.[Cl:10][C:11]1[C:16]([O:17][CH3:18])=[CH:15][C:14]([O:19][CH3:20])=[C:13]([Cl:21])[C:12]=1[C:22]1[N:27]=[CH:26][C:25]2[C:28]([C:31]3[CH:32]=[N:33][N:34]([CH2:36][C:37]([OH:39])=O)[CH:35]=3)=[N:29][NH:30][C:24]=2[CH:23]=1.CN.C1COCC1.F[P-](F)(F)(F)(F)F.N1(O[P+](N(C)C)(N(C)C)N(C)C)C2C=CC=CC=2N=N1. (5) The reactants are: C(C1[N:13]([C:14]2[CH:19]=[CH:18][C:17]([N:20]3C(=O)CC(=O)[NH:23][C:22]4[C:29]5[C:34]([CH:35]=[CH:36][C:21]3=4)=[CH:33][CH:32]=[CH:31]C=5)=[CH:16][CH:15]=2)N=NN=1)CC1C=CC=CC=1.C1C(N)=CC=C(N)C=1.C(=O)([O-])[O-:46].[K+].[K+].C1(P(C2C=CC=CC=2)C2C=CC=CC=2)C=CC=CC=1.[OH2:70]. Given the product [N+:23]([C:22]1[C:21]([NH:20][C:17]2[CH:16]=[CH:15][C:14]([NH2:13])=[CH:19][CH:18]=2)=[CH:36][CH:35]=[C:34]2[C:29]=1[CH2:31][CH2:32][CH2:33]2)([O-:46])=[O:70], predict the reactants needed to synthesize it. (6) Given the product [CH:1]1([CH2:5][NH:7][CH2:8][CH2:9][OH:10])[CH2:4][CH2:3][CH2:2]1, predict the reactants needed to synthesize it. The reactants are: [CH:1]1([C:5]([NH:7][CH2:8][C:9](OCC)=[O:10])=O)[CH2:4][CH2:3][CH2:2]1.B#B.CO.Cl. (7) Given the product [CH2:26]([N:23]1[C:16]2=[N:17][C:18]([C:19]([F:20])([F:21])[F:22])=[C:13]([CH2:12][NH:11][C:8]([C:5]3[CH:4]=[N:3][C:2]([CH3:1])=[CH:7][N:6]=3)=[O:9])[C:14]([NH:28][CH:29]3[CH2:30][CH2:31][O:32][CH2:33][CH2:34]3)=[C:15]2[CH:25]=[N:24]1)[CH3:27], predict the reactants needed to synthesize it. The reactants are: [CH3:1][C:2]1[N:3]=[CH:4][C:5]([C:8](Cl)=[O:9])=[N:6][CH:7]=1.[NH2:11][CH2:12][C:13]1[C:18]([C:19]([F:22])([F:21])[F:20])=[N:17][C:16]2[N:23]([CH2:26][CH3:27])[N:24]=[CH:25][C:15]=2[C:14]=1[NH:28][CH:29]1[CH2:34][CH2:33][O:32][CH2:31][CH2:30]1.C(N(C(C)C)CC)(C)C. (8) Given the product [CH3:1][O:2][C:3]1[CH:12]=[C:11]2[C:6]([CH:7]=[CH:8][N:9]=[CH:10]2)=[C:5]([NH:13][C:22]([NH:21][CH2:20][C:19]2[CH:18]=[CH:17][C:16]([C:15]([F:14])([F:27])[F:26])=[CH:25][CH:24]=2)=[O:23])[CH:4]=1, predict the reactants needed to synthesize it. The reactants are: [CH3:1][O:2][C:3]1[CH:4]=[C:5]([NH2:13])[C:6]2[CH:7]=[CH:8][N:9]=[CH:10][C:11]=2[CH:12]=1.[F:14][C:15]([F:27])([F:26])[C:16]1[CH:25]=[CH:24][C:19]([CH2:20][N:21]=[C:22]=[O:23])=[CH:18][CH:17]=1. (9) Given the product [C:1]([O:5][C:6](=[O:29])[NH:7][C:8]1[CH:13]=[CH:12][C:11](/[CH:14]=[CH:15]/[C:17]2[C:22]([O:23][CH3:24])=[CH:21][CH:20]=[CH:19][C:18]=2[Cl:25])=[C:10]([N+:26]([O-:28])=[O:27])[CH:9]=1)([CH3:4])([CH3:2])[CH3:3], predict the reactants needed to synthesize it. The reactants are: [C:1]([O:5][C:6](=[O:29])[NH:7][C:8]1[CH:13]=[CH:12][C:11]([CH2:14][CH:15]([C:17]2[C:22]([O:23][CH3:24])=[CH:21][CH:20]=[CH:19][C:18]=2[Cl:25])O)=[C:10]([N+:26]([O-:28])=[O:27])[CH:9]=1)([CH3:4])([CH3:3])[CH3:2].FC(F)(F)C(OC(=O)C(F)(F)F)=O.O.